Regression. Given two drug SMILES strings and cell line genomic features, predict the synergy score measuring deviation from expected non-interaction effect. From a dataset of NCI-60 drug combinations with 297,098 pairs across 59 cell lines. (1) Drug 1: CC1=C(C=C(C=C1)NC2=NC=CC(=N2)N(C)C3=CC4=NN(C(=C4C=C3)C)C)S(=O)(=O)N.Cl. Drug 2: CN(C)N=NC1=C(NC=N1)C(=O)N. Cell line: HCC-2998. Synergy scores: CSS=-7.28, Synergy_ZIP=5.44, Synergy_Bliss=4.30, Synergy_Loewe=-7.96, Synergy_HSA=-7.33. (2) Drug 1: COC1=C(C=C2C(=C1)N=CN=C2NC3=CC(=C(C=C3)F)Cl)OCCCN4CCOCC4. Drug 2: COC1=CC(=CC(=C1O)OC)C2C3C(COC3=O)C(C4=CC5=C(C=C24)OCO5)OC6C(C(C7C(O6)COC(O7)C8=CC=CS8)O)O. Cell line: IGROV1. Synergy scores: CSS=67.5, Synergy_ZIP=9.78, Synergy_Bliss=9.57, Synergy_Loewe=14.5, Synergy_HSA=16.9.